This data is from Catalyst prediction with 721,799 reactions and 888 catalyst types from USPTO. The task is: Predict which catalyst facilitates the given reaction. (1) Reactant: [CH3:1][N:2]1[C:6]2[CH:7]=[CH:8][C:9]([N+:11]([O-:13])=[O:12])=[CH:10][C:5]=2[NH:4][C:3]1=[O:14].C(=O)([O-])[O-].[K+].[K+].ClC(Cl)(Cl)S(O[CH2:27][C:28]([F:31])([F:30])[F:29])(=O)=O.Cl. Product: [CH3:1][N:2]1[C:6]2[CH:7]=[CH:8][C:9]([N+:11]([O-:13])=[O:12])=[CH:10][C:5]=2[N:4]([CH2:27][C:28]([F:31])([F:30])[F:29])[C:3]1=[O:14]. The catalyst class is: 444. (2) Reactant: [CH3:1][S-:2].[Na+].Cl[C:5]1[CH:10]=[C:9]([NH2:11])[CH:8]=[CH:7][N:6]=1. Product: [CH3:1][S:2][C:5]1[CH:10]=[C:9]([NH2:11])[CH:8]=[CH:7][N:6]=1. The catalyst class is: 37. (3) Reactant: [Br-].[C:2]1([S+:8]2[C:12]3[CH:13]=[CH:14][CH:15]=[CH:16][C:11]=3[C:10]3[CH:17]=[CH:18][CH:19]=[CH:20][C:9]2=3)[CH:7]=[CH:6][CH:5]=[CH:4][CH:3]=1.[F:21][C:22]([F:34])([S:30]([O-:33])(=[O:32])=[O:31])[CH2:23][O:24][C:25](=[O:29])[C:26]([CH3:28])=[CH2:27].C([NH+](CC)CC)C.ClCCl. Product: [F:34][C:22]([F:21])([S:30]([O-:33])(=[O:32])=[O:31])[CH2:23][O:24][C:25](=[O:29])[C:26]([CH3:28])=[CH2:27].[C:2]1([S+:8]2[C:9]3[CH:20]=[CH:19][CH:18]=[CH:17][C:10]=3[C:11]3[CH:16]=[CH:15][CH:14]=[CH:13][C:12]2=3)[CH:7]=[CH:6][CH:5]=[CH:4][CH:3]=1. The catalyst class is: 6.